Regression. Given two drug SMILES strings and cell line genomic features, predict the synergy score measuring deviation from expected non-interaction effect. From a dataset of NCI-60 drug combinations with 297,098 pairs across 59 cell lines. (1) Drug 1: C1CC(=O)NC(=O)C1N2CC3=C(C2=O)C=CC=C3N. Drug 2: C1CC(=O)NC(=O)C1N2C(=O)C3=CC=CC=C3C2=O. Cell line: U251. Synergy scores: CSS=3.08, Synergy_ZIP=0.983, Synergy_Bliss=3.45, Synergy_Loewe=-1.98, Synergy_HSA=-1.51. (2) Drug 1: C1CC(=O)NC(=O)C1N2CC3=C(C2=O)C=CC=C3N. Drug 2: C1=C(C(=O)NC(=O)N1)F. Cell line: TK-10. Synergy scores: CSS=33.6, Synergy_ZIP=7.70, Synergy_Bliss=9.35, Synergy_Loewe=4.66, Synergy_HSA=9.82. (3) Drug 1: C1=CC(=CC=C1CCC2=CNC3=C2C(=O)NC(=N3)N)C(=O)NC(CCC(=O)O)C(=O)O. Drug 2: C1=CN(C=N1)CC(O)(P(=O)(O)O)P(=O)(O)O. Cell line: OVCAR-4. Synergy scores: CSS=24.2, Synergy_ZIP=-2.41, Synergy_Bliss=-4.93, Synergy_Loewe=-23.0, Synergy_HSA=-3.53. (4) Drug 1: CCC1=CC2CC(C3=C(CN(C2)C1)C4=CC=CC=C4N3)(C5=C(C=C6C(=C5)C78CCN9C7C(C=CC9)(C(C(C8N6C)(C(=O)OC)O)OC(=O)C)CC)OC)C(=O)OC. Drug 2: CC(C)(C#N)C1=CC=C(C=C1)N2C3=C4C=C(C=CC4=NC=C3N(C2=O)C)C5=CC6=CC=CC=C6N=C5. Cell line: NCI-H460. Synergy scores: CSS=75.6, Synergy_ZIP=7.84, Synergy_Bliss=4.34, Synergy_Loewe=4.82, Synergy_HSA=8.66. (5) Drug 1: C1=CC=C(C(=C1)C(C2=CC=C(C=C2)Cl)C(Cl)Cl)Cl. Drug 2: C1=NC2=C(N=C(N=C2N1C3C(C(C(O3)CO)O)F)Cl)N. Cell line: CCRF-CEM. Synergy scores: CSS=19.9, Synergy_ZIP=-0.806, Synergy_Bliss=-1.64, Synergy_Loewe=-65.7, Synergy_HSA=-3.71.